From a dataset of Catalyst prediction with 721,799 reactions and 888 catalyst types from USPTO. Predict which catalyst facilitates the given reaction. (1) Reactant: C([O:9][CH2:10][CH2:11][N:12]1[C:20]2[C:19](Cl)=[N:18][CH:17]=[N:16][C:15]=2[CH:14]=[CH:13]1)(=O)C1C=CC=CC=1.[NH2:22][C:23]1[CH:43]=[CH:42][C:26]([O:27][C:28]2[CH:29]=[C:30]([CH:39]=[CH:40][CH:41]=2)[C:31]([NH:33][C:34]([C:37]#[N:38])([CH3:36])[CH3:35])=[O:32])=[C:25]([Cl:44])[CH:24]=1.C(O)(C)C.[OH-].[Na+]. Product: [Cl:44][C:25]1[CH:24]=[C:23]([NH:22][C:19]2[C:20]3[N:12]([CH2:11][CH2:10][OH:9])[CH:13]=[CH:14][C:15]=3[N:16]=[CH:17][N:18]=2)[CH:43]=[CH:42][C:26]=1[O:27][C:28]1[CH:29]=[C:30]([CH:39]=[CH:40][CH:41]=1)[C:31]([NH:33][C:34]([C:37]#[N:38])([CH3:35])[CH3:36])=[O:32]. The catalyst class is: 83. (2) Reactant: [CH3:1][O:2][C:3]1[CH:12]=[CH:11][CH:10]=[C:9]2[C:4]=1[CH2:5][C:6](=O)[CH2:7][O:8]2.[CH:14]1([NH2:17])[CH2:16][CH2:15]1.[C:18](O)(=O)[CH3:19].[C:22](O[BH-](OC(=O)C)OC(=O)C)(=O)C.[Na+]. Product: [CH:14]1([N:17]([CH:19]2[CH2:18][CH2:22]2)[CH:6]2[CH2:5][C:4]3[C:9](=[CH:10][CH:11]=[CH:12][C:3]=3[O:2][CH3:1])[O:8][CH2:7]2)[CH2:16][CH2:15]1. The catalyst class is: 26. (3) Reactant: [CH3:1][C:2]12[CH2:12][CH:6]3[CH2:7][C:8]([CH3:11])([CH2:10][C:4]([C:13](O)=[O:14])([CH2:5]3)[CH2:3]1)[CH2:9]2.[S:16]1[CH:20]=[CH:19][CH:18]=[C:17]1[CH2:21][NH2:22].C(N(CC)CC)C.CCN=C=NCCCN(C)C. The catalyst class is: 64. Product: [S:16]1[CH:20]=[CH:19][CH:18]=[C:17]1[CH2:21][NH:22][C:13]([C:4]12[CH2:10][C:8]3([CH3:11])[CH2:7][CH:6]([CH2:12][C:2]([CH3:1])([CH2:9]3)[CH2:3]1)[CH2:5]2)=[O:14]. (4) Reactant: [CH3:1][C:2]1[CH:6]=[C:5]([CH2:7][C:8]([C:10]2[CH:15]=[CH:14][CH:13]=[CH:12][CH:11]=2)=[O:9])[O:4][N:3]=1.[CH3:16][C:17]1[CH:21]=[C:20]([CH3:22])[O:19]N=1.[Li][CH2:24]CCC.[C:28](#[N:35])C1C=CC=CC=1. Product: [OH:22][C:20]1[CH:19]=[CH:24][C:16]([NH:35][CH:28]=[C:7]([C:5]2[O:4][N:3]=[C:2]([CH3:1])[CH:6]=2)[C:8]([C:10]2[CH:15]=[CH:14][CH:13]=[CH:12][CH:11]=2)=[O:9])=[CH:17][CH:21]=1. The catalyst class is: 1. (5) Reactant: C([O:3][C:4](=[O:39])[C:5]([O:8][C:9]1[CH:14]=[CH:13][C:12]([O:15][CH2:16][CH2:17][C:18]2[N:19]=[C:20]([C:24]3[CH:29]=[CH:28][CH:27]=[CH:26][C:25]=3[C:30]3[O:38][C:34]4=[CH:35][CH:36]=[CH:37][C:33]4=[CH:32][CH:31]=3)[O:21][C:22]=2[CH3:23])=[CH:11][CH:10]=1)([CH3:7])[CH3:6])C.[OH-].[Li+].C(O)C.Cl. Product: [O:38]1[C:34]2=[CH:35][CH:36]=[CH:37][C:33]2=[CH:32][CH:31]=[C:30]1[C:25]1[CH:26]=[CH:27][CH:28]=[CH:29][C:24]=1[C:20]1[O:21][C:22]([CH3:23])=[C:18]([CH2:17][CH2:16][O:15][C:12]2[CH:11]=[CH:10][C:9]([O:8][C:5]([CH3:7])([CH3:6])[C:4]([OH:39])=[O:3])=[CH:14][CH:13]=2)[N:19]=1. The catalyst class is: 6. (6) Reactant: [Si:1]([O:8][C:9]1[CH:14]=[CH:13][C:12]([C:15]2[C:20]3=[N:21][S:22](=[O:26])(=[O:25])[CH2:23][CH2:24][N:19]3[CH:18]=[CH:17][CH:16]=2)=[CH:11][CH:10]=1)([C:4]([CH3:7])([CH3:6])[CH3:5])([CH3:3])[CH3:2]. Product: [Si:1]([O:8][C:9]1[CH:14]=[CH:13][C:12]([CH:15]2[C:20]3=[N:21][S:22](=[O:25])(=[O:26])[CH2:23][CH2:24][N:19]3[CH2:18][CH2:17][CH2:16]2)=[CH:11][CH:10]=1)([C:4]([CH3:7])([CH3:5])[CH3:6])([CH3:2])[CH3:3]. The catalyst class is: 609.